This data is from Reaction yield outcomes from USPTO patents with 853,638 reactions. The task is: Predict the reaction yield, written as a fraction of the theoretical maximum amount of product (1.0 means a 100% yield; for example, 0.34 means a 34% yield). (1) The reactants are [H-].[Na+].O1C[CH2:6][CH2:5][CH2:4]1.[Br:8][C:9]1[CH:14]=[CH:13][C:12]([CH2:15][CH2:16][OH:17])=[CH:11][CH:10]=1.ICCC. The catalyst is CN(C)C=O. The product is [Br:8][C:9]1[CH:14]=[CH:13][C:12]([CH2:15][CH2:16][O:17][CH2:4][CH2:5][CH3:6])=[CH:11][CH:10]=1. The yield is 0.440. (2) The reactants are [CH2:1]([C:3]1[CH:4]=[N:5][N:6]([CH3:17])[C:7]=1[C:8]1[CH:9]=[C:10]([C:14]([OH:16])=O)[S:11][C:12]=1[CH3:13])[CH3:2].[NH2:18][C@@H:19]([CH2:32][C:33]1[CH:38]=[CH:37][CH:36]=[CH:35][C:34]=1[C:39]([F:42])([F:41])[F:40])[CH2:20][N:21]1[C:29](=[O:30])[C:28]2[C:23](=[CH:24][CH:25]=[CH:26][CH:27]=2)[C:22]1=[O:31].C(N(C(C)C)CC)(C)C.F[P-](F)(F)(F)(F)F.Br[P+](N1CCCC1)(N1CCCC1)N1CCCC1. The catalyst is ClCCl. The product is [O:30]=[C:29]1[C:28]2[C:23](=[CH:24][CH:25]=[CH:26][CH:27]=2)[C:22](=[O:31])[N:21]1[CH2:20][C@@H:19]([NH:18][C:14]([C:10]1[S:11][C:12]([CH3:13])=[C:8]([C:7]2[N:6]([CH3:17])[N:5]=[CH:4][C:3]=2[CH2:1][CH3:2])[CH:9]=1)=[O:16])[CH2:32][C:33]1[CH:38]=[CH:37][CH:36]=[CH:35][C:34]=1[C:39]([F:41])([F:40])[F:42]. The yield is 0.820. (3) The reactants are [H-].[Na+].[OH:3][C:4]1[CH:5]=[C:6]([NH:10][C:11](=[O:13])[CH3:12])[CH:7]=[CH:8][CH:9]=1.Cl[C:15]1[CH:20]=[C:19]([NH:21][C:22]2[CH:27]=[CH:26][CH:25]=[CH:24][CH:23]=2)[C:18]([N+:28]([O-:30])=[O:29])=[CH:17][N:16]=1.O. The catalyst is CN(C=O)C. The product is [N+:28]([C:18]1[C:19]([NH:21][C:22]2[CH:27]=[CH:26][CH:25]=[CH:24][CH:23]=2)=[CH:20][C:15]([O:3][C:4]2[CH:5]=[C:6]([NH:10][C:11](=[O:13])[CH3:12])[CH:7]=[CH:8][CH:9]=2)=[N:16][CH:17]=1)([O-:30])=[O:29]. The yield is 0.970.